The task is: Predict the reactants needed to synthesize the given product.. This data is from Full USPTO retrosynthesis dataset with 1.9M reactions from patents (1976-2016). (1) Given the product [C:18]([C:17]1[CH:20]=[CH:21][C:14]([CH:13]2[N:6]3[N:5]=[C:4]([CH2:3][O:2][CH3:1])[N:8]=[C:7]3[NH:9][C:22]([CH3:23])=[C:12]2[C:10]#[N:11])=[CH:15][CH:16]=1)#[N:19], predict the reactants needed to synthesize it. The reactants are: [CH3:1][O:2][CH2:3][C:4]1[N:8]=[C:7]([NH2:9])[NH:6][N:5]=1.[C:10]([C:12]([C:22](=O)[CH3:23])=[CH:13][C:14]1[CH:21]=[CH:20][C:17]([C:18]#[N:19])=[CH:16][CH:15]=1)#[N:11].C(=O)(O)[O-].[Na+]. (2) Given the product [CH2:28]([C:30]1[S:31][CH:32]=[C:33](/[CH:35]=[CH:36]/[C:37]2[C:38]([O:48][CH2:2][C:3]3[CH:25]=[CH:24][C:6]([O:7][CH2:8][C:9]4[N:10]=[C:11]([C:15]5[CH:20]=[CH:19][CH:18]=[C:17]([N+:21]([O-:23])=[O:22])[CH:16]=5)[O:12][C:13]=4[CH3:14])=[C:5]([O:26][CH3:27])[CH:4]=3)=[N:39][N:40]([C:42]3[CH:47]=[CH:46][CH:45]=[CH:44][CH:43]=3)[CH:41]=2)[N:34]=1)[CH3:29], predict the reactants needed to synthesize it. The reactants are: Cl[CH2:2][C:3]1[CH:25]=[CH:24][C:6]([O:7][CH2:8][C:9]2[N:10]=[C:11]([C:15]3[CH:20]=[CH:19][CH:18]=[C:17]([N+:21]([O-:23])=[O:22])[CH:16]=3)[O:12][C:13]=2[CH3:14])=[C:5]([O:26][CH3:27])[CH:4]=1.[CH2:28]([C:30]1[S:31][CH:32]=[C:33](/[CH:35]=[CH:36]/[C:37]2[C:38]([OH:48])=[N:39][N:40]([C:42]3[CH:47]=[CH:46][CH:45]=[CH:44][CH:43]=3)[CH:41]=2)[N:34]=1)[CH3:29].C(=O)([O-])[O-].[K+].[K+].CN(C)C=O. (3) Given the product [Cl:1][C:2]1[CH:7]=[CH:6][C:5]([NH:8][C:9]([NH:11][CH2:12][CH:13]2[O:18][CH2:17][CH2:16][N:15]([CH:20]([C:26]3[CH:31]=[CH:30][CH:29]=[CH:28][CH:27]=3)[C:21]([O:23][CH2:24][CH3:25])=[O:22])[CH2:14]2)=[O:10])=[CH:4][CH:3]=1, predict the reactants needed to synthesize it. The reactants are: [Cl:1][C:2]1[CH:7]=[CH:6][C:5]([NH:8][C:9]([NH:11][CH2:12][CH:13]2[O:18][CH2:17][CH2:16][NH:15][CH2:14]2)=[O:10])=[CH:4][CH:3]=1.Br[CH:20]([C:26]1[CH:31]=[CH:30][CH:29]=[CH:28][CH:27]=1)[C:21]([O:23][CH2:24][CH3:25])=[O:22]. (4) Given the product [CH3:39][C:38]1([CH3:40])[CH2:37][C:36]2[C:31](=[CH:32][CH:33]=[C:34]([C:41]([OH:43])=[O:42])[CH:35]=2)[NH:30][CH:29]1[C:25]1[CH:26]=[CH:27][CH:28]=[C:23]([NH:22][C:7]([C:2]2[CH:3]=[N:4][CH:5]=[CH:6][N:1]=2)=[O:9])[CH:24]=1, predict the reactants needed to synthesize it. The reactants are: [N:1]1[CH:6]=[CH:5][N:4]=[CH:3][C:2]=1[C:7]([OH:9])=O.C(N1C=CN=C1)(N1C=CN=C1)=O.[NH2:22][C:23]1[CH:24]=[C:25]([CH:29]2[C:38]([CH3:40])([CH3:39])[CH2:37][C:36]3[C:31](=[CH:32][CH:33]=[C:34]([C:41]([OH:43])=[O:42])[CH:35]=3)[NH:30]2)[CH:26]=[CH:27][CH:28]=1. (5) The reactants are: CS(O[C@H:6]1[CH2:11][CH2:10][CH2:9][CH2:8][C@@H:7]1[N:12]1[C:16]([C:17]2[CH:22]=[CH:21][CH:20]=[CH:19][CH:18]=2)=[C:15]([C:23]([O:25][CH2:26][CH3:27])=[O:24])[N:14]=[CH:13]1)(=O)=O.CCCC[N+](CCCC)(CCCC)CCCC.[F-:45]. Given the product [F:45][C@@H:6]1[CH2:11][CH2:10][CH2:9][CH2:8][C@@H:7]1[N:12]1[C:16]([C:17]2[CH:22]=[CH:21][CH:20]=[CH:19][CH:18]=2)=[C:15]([C:23]([O:25][CH2:26][CH3:27])=[O:24])[N:14]=[CH:13]1, predict the reactants needed to synthesize it. (6) Given the product [NH2:1][C:2]1[C:7]2=[C:8]([Br:23])[CH:9]=[C:10]([CH:11]3[CH2:15][CH2:14][N:13]([C:16]([O:18][C:19]([CH3:22])([CH3:21])[CH3:20])=[O:17])[CH2:12]3)[N:6]2[N:5]=[CH:4][N:3]=1, predict the reactants needed to synthesize it. The reactants are: [NH2:1][C:2]1[C:7]2=[CH:8][CH:9]=[C:10]([CH:11]3[CH2:15][CH2:14][N:13]([C:16]([O:18][C:19]([CH3:22])([CH3:21])[CH3:20])=[O:17])[CH2:12]3)[N:6]2[N:5]=[CH:4][N:3]=1.[Br:23]N1C(C)(C)C(=O)N(Br)C1=O. (7) Given the product [CH3:38][C:32]1[CH:33]=[C:34]([CH3:37])[CH:35]=[CH:36][C:31]=1[N:28]1[CH2:29][CH2:30][N:25]([C:23]([C:20]2[CH:21]=[CH:22][C:17]([N:11]3[C@H:10]([CH2:9][OH:8])[CH2:14][CH2:13][S:12]3(=[O:15])=[O:16])=[CH:18][C:19]=2[S:39]([CH3:42])(=[O:40])=[O:41])=[O:24])[CH2:26][CH2:27]1, predict the reactants needed to synthesize it. The reactants are: C([O:8][CH2:9][C@@H:10]1[CH2:14][CH2:13][S:12](=[O:16])(=[O:15])[N:11]1[C:17]1[CH:22]=[CH:21][C:20]([C:23]([N:25]2[CH2:30][CH2:29][N:28]([C:31]3[CH:36]=[CH:35][C:34]([CH3:37])=[CH:33][C:32]=3[CH3:38])[CH2:27][CH2:26]2)=[O:24])=[C:19]([S:39]([CH3:42])(=[O:41])=[O:40])[CH:18]=1)C1C=CC=CC=1.Cl.